Dataset: CYP1A2 inhibition data for predicting drug metabolism from PubChem BioAssay. Task: Regression/Classification. Given a drug SMILES string, predict its absorption, distribution, metabolism, or excretion properties. Task type varies by dataset: regression for continuous measurements (e.g., permeability, clearance, half-life) or binary classification for categorical outcomes (e.g., BBB penetration, CYP inhibition). Dataset: cyp1a2_veith. (1) The compound is CC(CCC(=O)O)(c1cc(Br)c(O)c(Br)c1)c1cc(Br)c(O)c(Br)c1. The result is 0 (non-inhibitor). (2) The molecule is Cc1ccc2nc(N/N=C\c3cccc(C)n3)cc(C)c2c1. The result is 1 (inhibitor). (3) The drug is COc1ccc2cc3cc(C(=O)NCc4ccccn4)oc3nc2c1. The result is 1 (inhibitor). (4) The compound is Cc1[nH]c2ccccc2c1/C=C(\C#N)C(=O)NC(C)c1ccccc1. The result is 1 (inhibitor). (5) The compound is O=C(O)CSc1nc2ccccc2[nH]1. The result is 0 (non-inhibitor). (6) The compound is CCCCNc1nc(SC)nc2nc[nH]c12. The result is 1 (inhibitor). (7) The compound is CCCn1nc2cc(C(=O)NCCc3ccc(C)cc3)ccc2c1OCC. The result is 0 (non-inhibitor). (8) The result is 0 (non-inhibitor). The drug is N[C@H](C(=O)O)[C@@H](O)c1cnc[nH]1. (9) The result is 1 (inhibitor). The molecule is Cc1ccc(NC(=O)NCCCc2ccccc2)cc1.